This data is from Forward reaction prediction with 1.9M reactions from USPTO patents (1976-2016). The task is: Predict the product of the given reaction. (1) Given the reactants C(OC1C(F)=CC=C2C=1C(CCO)=CN2)C1C=CC=CC=1.[F:22][C:23]1[CH:24]=[C:25]([C:39]2[CH:44]=[CH:43][CH:42]=[CH:41][CH:40]=2)[C:26]([O:37][CH3:38])=[C:27]2[C:31]=1[NH:30][CH:29]=[C:28]2[CH2:32][C:33](OC)=[O:34], predict the reaction product. The product is: [F:22][C:23]1[CH:24]=[C:25]([C:39]2[CH:44]=[CH:43][CH:42]=[CH:41][CH:40]=2)[C:26]([O:37][CH3:38])=[C:27]2[C:31]=1[NH:30][CH:29]=[C:28]2[CH2:32][CH2:33][OH:34]. (2) Given the reactants Br[C:2]1[CH:3]=[C:4]2[C:9](=[CH:10][CH:11]=1)[N:8]=[CH:7][C:6]([C:12]([CH:14]1[CH2:16][CH2:15]1)=[O:13])=[C:5]2[NH:17][C@H:18]1[CH2:23][CH2:22][C@H:21]([NH:24][C:25](=[O:31])[O:26][C:27]([CH3:30])([CH3:29])[CH3:28])[CH2:20][CH2:19]1.[Cl:32][C:33]1[CH:38]=[C:37](B2OC(C)(C)C(C)(C)O2)[CH:36]=[C:35]([F:48])[C:34]=1[OH:49], predict the reaction product. The product is: [Cl:32][C:33]1[CH:38]=[C:37]([C:2]2[CH:3]=[C:4]3[C:9](=[CH:10][CH:11]=2)[N:8]=[CH:7][C:6]([C:12]([CH:14]2[CH2:15][CH2:16]2)=[O:13])=[C:5]3[NH:17][C@H:18]2[CH2:23][CH2:22][C@H:21]([NH:24][C:25](=[O:31])[O:26][C:27]([CH3:29])([CH3:30])[CH3:28])[CH2:20][CH2:19]2)[CH:36]=[C:35]([F:48])[C:34]=1[OH:49]. (3) Given the reactants [CH3:1][O:2][C:3]1[CH:4]=[C:5]([CH:17]=[C:18]([CH2:22][CH2:23][CH3:24])[C:19]=1[O:20][CH3:21])[C:6]([N:8]1[CH2:11][C@@H:10]([CH2:12][CH3:13])[C@@H:9]1[C:14]([OH:16])=O)=[O:7].CN(C(ON1N=NC2C=CC=NC1=2)=[N+](C)C)C.F[P-](F)(F)(F)(F)F.CCN(C(C)C)C(C)C.C1C=CC2N(O)N=NC=2C=1.Cl.[CH2:69]([O:76][NH2:77])[C:70]1[CH:75]=[CH:74][CH:73]=[CH:72][CH:71]=1, predict the reaction product. The product is: [CH2:69]([O:76][NH:77][C:14]([C@H:9]1[C@H:10]([CH2:12][CH3:13])[CH2:11][N:8]1[C:6](=[O:7])[C:5]1[CH:17]=[C:18]([CH2:22][CH2:23][CH3:24])[C:19]([O:20][CH3:21])=[C:3]([O:2][CH3:1])[CH:4]=1)=[O:16])[C:70]1[CH:75]=[CH:74][CH:73]=[CH:72][CH:71]=1. (4) Given the reactants [CH3:1][C:2]1([CH3:18])[C:6]([CH3:8])([CH3:7])[O:5][B:4]([C:9]2[CH:17]=[CH:16][C:12]([C:13]([OH:15])=O)=[CH:11][CH:10]=2)[O:3]1.[CH2:19]([NH2:21])[CH3:20], predict the reaction product. The product is: [CH2:19]([NH:21][C:13](=[O:15])[C:12]1[CH:11]=[CH:10][C:9]([B:4]2[O:5][C:6]([CH3:7])([CH3:8])[C:2]([CH3:1])([CH3:18])[O:3]2)=[CH:17][CH:16]=1)[CH3:20]. (5) Given the reactants [CH2:1]([C:3]([C:21]1[CH:26]=[CH:25][C:24]([O:27][C:28](=[O:33])[C:29]([CH3:32])([CH3:31])[CH3:30])=[C:23]([CH3:34])[CH:22]=1)([C:6]1[CH:11]=[CH:10][C:9](OS(C(F)(F)F)(=O)=O)=[C:8]([CH3:20])[CH:7]=1)[CH2:4][CH3:5])[CH3:2].[C:35]([O-:38])(O)=O.[Na+].[CH:40]1[CH:41]=CC(P([C:40]2[CH:41]=CC=[CH:44][CH:45]=2)CCCP([C:40]2[CH:41]=CC=[CH:44][CH:45]=2)[C:40]2[CH:41]=CC=[CH:44][CH:45]=2)=[CH:44][CH:45]=1.[Li+].[Br-].[NH4+].[Cl-].CN([CH:76]=[O:77])C, predict the reaction product. The product is: [CH3:35][O:38][C:76](=[O:77])/[CH:41]=[C:40](/[C:9]1[CH:10]=[CH:11][C:6]([C:3]([C:21]2[CH:26]=[CH:25][C:24]([O:27][C:28](=[O:33])[C:29]([CH3:32])([CH3:31])[CH3:30])=[C:23]([CH3:34])[CH:22]=2)([CH2:4][CH3:5])[CH2:1][CH3:2])=[CH:7][C:8]=1[CH3:20])\[CH2:45][CH3:44]. (6) Given the reactants [CH2:1]([O:8][C:9]1[CH:10]=[CH:11][C:12]([C@@H:20]([O:55][Si:56]([C:59]([CH3:62])([CH3:61])[CH3:60])([CH3:58])[CH3:57])[CH2:21][N:22]([C:48]([O:50][C:51]([CH3:54])([CH3:53])[CH3:52])=[O:49])[CH2:23][CH2:24][CH2:25][CH2:26][NH:27][C:28]([C:30]2[CH:31]=[C:32]([C:36]([OH:47])([C:41]3[CH:46]=[CH:45][CH:44]=[CH:43][CH:42]=3)[C:37]([O:39]C)=[O:38])[CH:33]=[CH:34][CH:35]=2)=[O:29])=[C:13]2[C:18]=1[NH:17][C:16](=[O:19])[CH:15]=[CH:14]2)[C:2]1[CH:7]=[CH:6][CH:5]=[CH:4][CH:3]=1.[Li+].[OH-], predict the reaction product. The product is: [CH2:1]([O:8][C:9]1[CH:10]=[CH:11][C:12]([C@@H:20]([O:55][Si:56]([C:59]([CH3:62])([CH3:61])[CH3:60])([CH3:57])[CH3:58])[CH2:21][N:22]([C:48]([O:50][C:51]([CH3:52])([CH3:53])[CH3:54])=[O:49])[CH2:23][CH2:24][CH2:25][CH2:26][NH:27][C:28]([C:30]2[CH:31]=[C:32]([C:36]([OH:47])([C:41]3[CH:42]=[CH:43][CH:44]=[CH:45][CH:46]=3)[C:37]([OH:39])=[O:38])[CH:33]=[CH:34][CH:35]=2)=[O:29])=[C:13]2[C:18]=1[NH:17][C:16](=[O:19])[CH:15]=[CH:14]2)[C:2]1[CH:7]=[CH:6][CH:5]=[CH:4][CH:3]=1. (7) Given the reactants [CH:1]([C:4]1[N:8]=[C:7]([N:9]2[CH2:14][CH2:13][CH:12]([CH2:15][CH2:16][CH2:17][OH:18])[CH2:11][CH2:10]2)[O:6][N:5]=1)([CH3:3])[CH3:2].[Br:19][C:20]1[C:21]([CH3:27])=[CH:22][C:23](Cl)=[N:24][CH:25]=1, predict the reaction product. The product is: [Br:19][C:20]1[C:21]([CH3:27])=[CH:22][C:23]([O:18][CH2:17][CH2:16][CH2:15][CH:12]2[CH2:13][CH2:14][N:9]([C:7]3[O:6][N:5]=[C:4]([CH:1]([CH3:3])[CH3:2])[N:8]=3)[CH2:10][CH2:11]2)=[N:24][CH:25]=1. (8) Given the reactants O=[C:2]([CH2:6][C:7]1[CH:12]=[CH:11][CH:10]=[CH:9][CH:8]=1)[C:3]([OH:5])=[O:4].[C:13]1([C:19]2[N:20]=[C:21](NC)[S:22][CH:23]=2)[CH:18]=[CH:17][CH:16]=[CH:15][CH:14]=1.[BH3-][C:27]#[N:28].[Na+], predict the reaction product. The product is: [C:7]1([CH2:6][CH:2]([NH:28][CH2:27][C:21]2[S:22][CH:23]=[C:19]([C:13]3[CH:14]=[CH:15][CH:16]=[CH:17][CH:18]=3)[N:20]=2)[C:3]([OH:5])=[O:4])[CH:12]=[CH:11][CH:10]=[CH:9][CH:8]=1.